From a dataset of Reaction yield outcomes from USPTO patents with 853,638 reactions. Predict the reaction yield, written as a fraction of the theoretical maximum amount of product (1.0 means a 100% yield; for example, 0.34 means a 34% yield). (1) The yield is 0.960. The product is [ClH:46].[CH2:43]([N:40]([CH2:41][CH3:42])[C:24]1[N:23]=[C:22]([NH:21][CH:7]([CH2:8][C:9]2[CH:14]=[CH:13][C:12]([O:15][C:16](=[O:20])[N:17]([CH3:18])[CH3:19])=[CH:11][CH:10]=2)[C:6]([OH:45])=[O:5])[C:27]([NH:28][CH2:29][S:30]([C:33]2[CH:38]=[CH:37][C:36]([F:39])=[CH:35][CH:34]=2)(=[O:31])=[O:32])=[CH:26][N:25]=1)[CH3:44]. The catalyst is C(O)=O. The reactants are C([O:5][C:6](=[O:45])[CH:7]([NH:21][C:22]1[C:27]([NH:28][CH2:29][S:30]([C:33]2[CH:38]=[CH:37][C:36]([F:39])=[CH:35][CH:34]=2)(=[O:32])=[O:31])=[CH:26][N:25]=[C:24]([N:40]([CH2:43][CH3:44])[CH2:41][CH3:42])[N:23]=1)[CH2:8][C:9]1[CH:14]=[CH:13][C:12]([O:15][C:16](=[O:20])[N:17]([CH3:19])[CH3:18])=[CH:11][CH:10]=1)(C)(C)C.[ClH:46]. (2) The product is [ClH:38].[NH2:8][CH2:9][C:10]1[N:11]([CH2:34][CH:35]([CH3:37])[CH3:36])[C:12](=[O:33])[C:13]2[C:18]([C:19]=1[C:20]1[CH:25]=[CH:24][CH:23]=[CH:22][CH:21]=1)=[CH:17][C:16]([O:26][C:27]([CH3:32])([CH3:31])[C:28]([OH:30])=[O:29])=[CH:15][CH:14]=2. The catalyst is C(OCC)(=O)C. The reactants are C(OC([NH:8][CH2:9][C:10]1[N:11]([CH2:34][CH:35]([CH3:37])[CH3:36])[C:12](=[O:33])[C:13]2[C:18]([C:19]=1[C:20]1[CH:25]=[CH:24][CH:23]=[CH:22][CH:21]=1)=[CH:17][C:16]([O:26][C:27]([CH3:32])([CH3:31])[C:28]([OH:30])=[O:29])=[CH:15][CH:14]=2)=O)(C)(C)C.[ClH:38]. The yield is 0.909. (3) The product is [CH2:1]([C@@:4]1([C:20]2[CH:25]=[CH:24][CH:23]=[CH:22][CH:21]=2)[O:9][C:8](=[O:10])[N:7]([C@H:11]([C:13]2[CH:18]=[CH:17][C:16]([C:30]3[CH:31]=[N:32][C:27]([NH2:26])=[CH:28][CH:29]=3)=[CH:15][CH:14]=2)[CH3:12])[CH2:6][CH2:5]1)[CH:2]=[CH2:3]. The reactants are [CH2:1]([C@@:4]1([C:20]2[CH:25]=[CH:24][CH:23]=[CH:22][CH:21]=2)[O:9][C:8](=[O:10])[N:7]([C@H:11]([C:13]2[CH:18]=[CH:17][C:16](Br)=[CH:15][CH:14]=2)[CH3:12])[CH2:6][CH2:5]1)[CH:2]=[CH2:3].[NH2:26][C:27]1[N:32]=[CH:31][C:30](B(O)O)=[CH:29][CH:28]=1.C([O-])([O-])=O.[Cs+].[Cs+]. The yield is 0.600. The catalyst is O1CCOCC1.Cl[Pd](Cl)([P](C1C=CC=CC=1)(C1C=CC=CC=1)C1C=CC=CC=1)[P](C1C=CC=CC=1)(C1C=CC=CC=1)C1C=CC=CC=1. (4) The reactants are [OH:1][CH:2]1[CH2:7][CH2:6][N:5]([C:8]2[CH:9]=[N:10][C:11]3[C:16]([CH:17]=2)=[CH:15][C:14]([S:18][C:19]2[N:23]4[CH:24]=[C:25]([C:28](=O)[CH3:29])[CH:26]=[CH:27][C:22]4=[N:21][N:20]=2)=[CH:13][CH:12]=3)[CH2:4][CH2:3]1.[NH2:31][O:32][CH2:33][CH2:34][OH:35].Cl. The catalyst is CO. The product is [OH:35][CH2:34][CH2:33][O:32]/[N:31]=[C:28](/[C:25]1[CH:26]=[CH:27][C:22]2[N:23]([C:19]([S:18][C:14]3[CH:15]=[C:16]4[C:11](=[CH:12][CH:13]=3)[N:10]=[CH:9][C:8]([N:5]3[CH2:6][CH2:7][CH:2]([OH:1])[CH2:3][CH2:4]3)=[CH:17]4)=[N:20][N:21]=2)[CH:24]=1)\[CH3:29]. The yield is 0.694. (5) The reactants are [CH:1]1([Mg]Br)[CH2:5][CH2:4][CH2:3][CH2:2]1.[Br:8][C:9]1[CH:14]=[CH:13][CH:12]=[C:11]([CH2:15]Br)[CH:10]=1.P([O-])(O)(O)=O.[K+]. The catalyst is C1COCC1.[Cu]I. The product is [Br:8][C:9]1[CH:14]=[CH:13][CH:12]=[C:11]([CH2:15][CH:1]2[CH2:5][CH2:4][CH2:3][CH2:2]2)[CH:10]=1. The yield is 0.120. (6) No catalyst specified. The product is [CH2:4]1[C:5]2([CH2:10][CH2:9][CH:8]([O:11][C:12]3[CH:13]=[C:14]4[C:19](=[CH:20][CH:21]=3)[CH:18]=[C:17]([CH:22]=[O:23])[CH:16]=[CH:15]4)[CH2:7][CH2:6]2)[CH2:1][CH2:2][CH2:3]1. The reactants are [CH2:1]1[C:5]2([CH2:10][CH2:9][CH:8]([O:11][C:12]3[CH:13]=[C:14]4[C:19](=[CH:20][CH:21]=3)[CH:18]=[C:17]([CH2:22][OH:23])[CH:16]=[CH:15]4)[CH2:7][CH2:6]2)[CH2:4][CH2:3][CH2:2]1.C(Cl)Cl.CC(OI1(OC(C)=O)(OC(C)=O)OC(=O)C2C=CC=CC1=2)=O. The yield is 1.00.